This data is from Catalyst prediction with 721,799 reactions and 888 catalyst types from USPTO. The task is: Predict which catalyst facilitates the given reaction. (1) Reactant: [Br:1][C:2]1[CH:3]=[CH:4][C:5]2[C:13](=[O:14])[C:12](=[O:15])[C:11]3[NH:10][C:9]([CH3:16])=[C:8]([C:17]([O:19][CH2:20][CH3:21])=[O:18])[C:7]=3[C:6]=2[CH:22]=1.[C:23]([O-])([O-])=O.[K+].[K+].CI. Product: [Br:1][C:2]1[CH:3]=[CH:4][C:5]2[C:13](=[O:14])[C:12](=[O:15])[C:11]3[N:10]([CH3:23])[C:9]([CH3:16])=[C:8]([C:17]([O:19][CH2:20][CH3:21])=[O:18])[C:7]=3[C:6]=2[CH:22]=1. The catalyst class is: 3. (2) Reactant: C(O[C:4]([C:6]1[C:7](=[O:26])[N:8]([CH2:18][C:19]2([C:22]([F:25])([F:24])[F:23])[CH2:21][CH2:20]2)[N:9]=[C:10]([C:13]2[S:14][CH:15]=[CH:16][CH:17]=2)[C:11]=1[OH:12])=O)C.[NH2:27][C:28]1[CH:33]=[CH:32][C:31]([I:34])=[CH:30][C:29]=1[S:35]([NH2:38])(=[O:37])=[O:36]. Product: [OH:12][C:11]1[C:10]([C:13]2[S:14][CH:15]=[CH:16][CH:17]=2)=[N:9][N:8]([CH2:18][C:19]2([C:22]([F:23])([F:25])[F:24])[CH2:21][CH2:20]2)[C:7](=[O:26])[C:6]=1[C:4]1[NH:27][C:28]2[CH:33]=[CH:32][C:31]([I:34])=[CH:30][C:29]=2[S:35](=[O:37])(=[O:36])[N:38]=1. The catalyst class is: 17.